From a dataset of Hepatocyte clearance measurements from AstraZeneca. Regression/Classification. Given a drug SMILES string, predict its absorption, distribution, metabolism, or excretion properties. Task type varies by dataset: regression for continuous measurements (e.g., permeability, clearance, half-life) or binary classification for categorical outcomes (e.g., BBB penetration, CYP inhibition). For this dataset (clearance_hepatocyte_az), we predict log10(clearance) (log10 of the in vitro intrinsic clearance, CLint, in uL/min per 10^6 hepatocytes; values are censored to the assay range of 3 to 150, which is 0.477 to 2.18 on this log10 scale). (1) The compound is COc1ccccc1C(=O)/C=C/c1ccccc1C(F)(F)F. The log10(clearance) is 2.18. (2) The molecule is O=C(O)CCc1ccc(OCc2cc(Cl)ccc2-c2ccccc2)cc1. The log10(clearance) is 1.33. (3) The drug is CCOc1ccc(CCNCCCSCCNC[C@H](O)c2ccc(O)c3[nH]c(=O)sc23)cc1. The log10(clearance) is 0.900. (4) The molecule is CCOc1noc2cc(OCCC3CCN(c4ccc(C)nn4)CC3)ccc12. The log10(clearance) is 0.910. (5) The compound is Cc1ccc(CNC(=O)C2CCCN2S(=O)(=O)c2ccc(F)cc2)cc1. The log10(clearance) is 2.18. (6) The molecule is C=CC(=O)Nc1ccc(OC)cc1. The log10(clearance) is 1.03.